From a dataset of Forward reaction prediction with 1.9M reactions from USPTO patents (1976-2016). Predict the product of the given reaction. (1) Given the reactants [F:1][C:2]([F:45])([F:44])[C:3]1[CH:4]=[C:5]([N:13]([CH3:43])[C:14]([N:16]([CH3:42])[C@H:17]2[C@H:21]([C:22]3[CH:27]=[CH:26][C:25]([F:28])=[CH:24][CH:23]=3)[CH2:20][N:19]([C:29]([C@H:31]3[CH2:36][CH2:35][C@H:34]([NH:37][S:38]([CH3:41])(=[O:40])=[O:39])[CH2:33][CH2:32]3)=[O:30])[CH2:18]2)=[O:15])[CH:6]=[C:7]([C:9]([F:12])([F:11])[F:10])[CH:8]=1.[CH3:46]C(C)([O-])C.[K+].CI, predict the reaction product. The product is: [F:45][C:2]([F:44])([F:1])[C:3]1[CH:4]=[C:5]([N:13]([CH3:43])[C:14]([N:16]([CH3:42])[C@H:17]2[C@H:21]([C:22]3[CH:23]=[CH:24][C:25]([F:28])=[CH:26][CH:27]=3)[CH2:20][N:19]([C:29]([C@H:31]3[CH2:32][CH2:33][C@H:34]([N:37]([CH3:46])[S:38]([CH3:41])(=[O:39])=[O:40])[CH2:35][CH2:36]3)=[O:30])[CH2:18]2)=[O:15])[CH:6]=[C:7]([C:9]([F:10])([F:11])[F:12])[CH:8]=1. (2) Given the reactants [C:1]([C:3]1[C:7]([C:8]2[CH:13]=[CH:12][C:11]([Cl:14])=[CH:10][C:9]=2[Cl:15])=[C:6]([C:16]2[NH:20][CH:19]=[N:18][N:17]=2)[S:5][C:4]=1[C:21]1[CH:26]=[CH:25][N:24]=[C:23]([NH:27][C:28](=[O:30])[CH3:29])[CH:22]=1)#[N:2].[Br:31]N1C(=O)CCC1=O.C(Cl)(Cl)(Cl)Cl.C(#N)C, predict the reaction product. The product is: [Br:31][C:19]1[NH:20][C:16]([C:6]2[S:5][C:4]([C:21]3[CH:26]=[CH:25][N:24]=[C:23]([NH:27][C:28](=[O:30])[CH3:29])[CH:22]=3)=[C:3]([C:1]#[N:2])[C:7]=2[C:8]2[CH:13]=[CH:12][C:11]([Cl:14])=[CH:10][C:9]=2[Cl:15])=[N:17][N:18]=1. (3) Given the reactants [CH3:1][O:2][C:3]1[CH:8]=[C:7]([CH3:9])[C:6]([CH3:10])=[CH:5][C:4]=1[C:11]1([CH3:18])[NH:15][C:14](=[O:16])[NH:13][C:12]1=[O:17].Br[CH2:20][C:21]([C:23]1[CH:28]=[CH:27][CH:26]=[CH:25][CH:24]=1)=[O:22], predict the reaction product. The product is: [CH3:1][O:2][C:3]1[CH:8]=[C:7]([CH3:9])[C:6]([CH3:10])=[CH:5][C:4]=1[C:11]1([CH3:18])[NH:15][C:14](=[O:16])[N:13]([CH2:20][C:21](=[O:22])[C:23]2[CH:28]=[CH:27][CH:26]=[CH:25][CH:24]=2)[C:12]1=[O:17]. (4) Given the reactants C([O:4][CH2:5][C:6]([CH3:49])([CH3:48])[CH2:7][N:8]1[C:14]2[CH:15]=[CH:16][C:17]([Cl:19])=[CH:18][C:13]=2[C@H:12]([C:20]2C=C[CH:23]=[C:22](C)[C:21]=2[CH3:27])[O:11][C@H:10]([CH2:28][C:29]([NH:31][C:32]2[CH:33]=[C:34]([O:38][C:39]([F:46])([F:45])[C:40]([O:42]CC)=[O:41])[CH:35]=[CH:36][CH:37]=2)=[O:30])[C:9]1=[O:47])(=O)C.[OH-].[Na+].C(O)C, predict the reaction product. The product is: [Cl:19][C:17]1[CH:16]=[CH:15][C:14]2[N:8]([CH2:7][C:6]([CH3:48])([CH3:49])[CH2:5][OH:4])[C:9](=[O:47])[C@@H:10]([CH2:28][C:29]([NH:31][C:32]3[CH:33]=[C:34]([O:38][C:39]([F:45])([F:46])[C:40]([OH:42])=[O:41])[CH:35]=[CH:36][CH:37]=3)=[O:30])[O:11][C@@H:12]([CH2:20][CH:21]([CH3:27])[CH2:22][CH3:23])[C:13]=2[CH:18]=1.